Predict the reaction yield, written as a fraction of the theoretical maximum amount of product (1.0 means a 100% yield; for example, 0.34 means a 34% yield). From a dataset of Reaction yield outcomes from USPTO patents with 853,638 reactions. (1) The reactants are Cl[C:2]1[CH:7]=[C:6]([O:8][C:9]2[C:10]([CH2:18][CH3:19])=[N:11][C:12]([N+:15]([O-:17])=[O:16])=[CH:13][CH:14]=2)[CH:5]=[CH:4][N:3]=1.[CH3:20][N:21]1[CH:25]=[C:24](B2OC(C)(C)C(C)(C)O2)[CH:23]=[N:22]1.C([O-])([O-])=O.[K+].[K+].CCOC(C)=O. The catalyst is O1CCOCC1.O.C1C=CC([P]([Pd]([P](C2C=CC=CC=2)(C2C=CC=CC=2)C2C=CC=CC=2)([P](C2C=CC=CC=2)(C2C=CC=CC=2)C2C=CC=CC=2)[P](C2C=CC=CC=2)(C2C=CC=CC=2)C2C=CC=CC=2)(C2C=CC=CC=2)C2C=CC=CC=2)=CC=1. The product is [CH2:18]([C:10]1[C:9]([O:8][C:6]2[CH:5]=[CH:4][N:3]=[C:2]([C:24]3[CH:23]=[N:22][N:21]([CH3:20])[CH:25]=3)[CH:7]=2)=[CH:14][CH:13]=[C:12]([N+:15]([O-:17])=[O:16])[N:11]=1)[CH3:19]. The yield is 1.00. (2) The reactants are [Cl:1][C:2]1[N:7]=[CH:6][C:5]([CH:8]=O)=[C:4]([NH:10][CH2:11][CH3:12])[CH:3]=1.CO[C:15](=[O:27])[C:16]1[CH:21]=[C:20]([O:22][CH3:23])[CH:19]=[C:18]([CH2:24][C:25]#[N:26])[CH:17]=1.[C:28]([O-])([O-])=O.[K+].[K+].[OH2:34]. The catalyst is CN(C=O)C. The product is [CH3:28][O:34][C:15](=[O:27])[C:16]1[CH:21]=[C:20]([O:22][CH3:23])[CH:19]=[C:18]([C:24]2[C:25](=[NH:26])[N:10]([CH2:11][CH3:12])[C:4]3[C:5]([CH:8]=2)=[CH:6][N:7]=[C:2]([Cl:1])[CH:3]=3)[CH:17]=1. The yield is 0.740. (3) The reactants are [CH3:1][C:2]1[C:11]2[C:6](=[CH:7][CH:8]=[CH:9][CH:10]=2)[CH:5]=[N:4][C:3]=1[NH:12][S:13]([C:16]1[CH:26]=[CH:25][C:19]([C:20]([O:22][CH2:23][CH3:24])=[O:21])=[CH:18][CH:17]=1)(=[O:15])=[O:14].[Br:27][C:28]1[CH:33]=[CH:32][C:31]([CH2:34]Br)=[CH:30][CH:29]=1. No catalyst specified. The product is [Br:27][C:28]1[CH:33]=[CH:32][C:31]([CH2:34][N:12]([C:3]2[N:4]=[CH:5][C:6]3[C:11]([C:2]=2[CH3:1])=[CH:10][CH:9]=[CH:8][CH:7]=3)[S:13]([C:16]2[CH:26]=[CH:25][C:19]([C:20]([O:22][CH2:23][CH3:24])=[O:21])=[CH:18][CH:17]=2)(=[O:15])=[O:14])=[CH:30][CH:29]=1. The yield is 0.790. (4) The yield is 0.650. The product is [CH2:16]([N:8]([CH2:1][C:2]1[CH:3]=[CH:4][CH:5]=[CH:6][CH:7]=1)[CH:9]1[CH2:14][CH2:13][N:12]([CH2:31][CH2:32][OH:33])[CH:11]([CH3:15])[CH2:10]1)[C:17]1[CH:22]=[CH:21][CH:20]=[CH:19][CH:18]=1. The catalyst is C(#N)C. The reactants are [CH2:1]([N:8]([CH2:16][C:17]1[CH:22]=[CH:21][CH:20]=[CH:19][CH:18]=1)[CH:9]1[CH2:14][CH2:13][NH:12][CH:11]([CH3:15])[CH2:10]1)[C:2]1[CH:7]=[CH:6][CH:5]=[CH:4][CH:3]=1.C(N(CC)CC)C.Br[CH2:31][CH2:32][OH:33].ClCCl.CO. (5) The reactants are Br[C:2]1[C:10]2[C:5](=[CH:6][N:7]=[C:8]([C:11]3[O:12][C:13]([CH3:16])=[N:14][N:15]=3)[CH:9]=2)[O:4][CH:3]=1.[CH3:17][S:18][C:19]1[CH:24]=[CH:23][C:22](B(O)O)=[CH:21][CH:20]=1. No catalyst specified. The product is [CH3:16][C:13]1[O:12][C:11]([C:8]2[CH:9]=[C:10]3[C:2]([C:22]4[CH:23]=[CH:24][C:19]([S:18][CH3:17])=[CH:20][CH:21]=4)=[CH:3][O:4][C:5]3=[CH:6][N:7]=2)=[N:15][N:14]=1. The yield is 0.520.